This data is from NCI-60 drug combinations with 297,098 pairs across 59 cell lines. The task is: Regression. Given two drug SMILES strings and cell line genomic features, predict the synergy score measuring deviation from expected non-interaction effect. (1) Drug 1: COC1=C(C=C2C(=C1)N=CN=C2NC3=CC(=C(C=C3)F)Cl)OCCCN4CCOCC4. Drug 2: C1=NC2=C(N=C(N=C2N1C3C(C(C(O3)CO)O)O)F)N. Cell line: KM12. Synergy scores: CSS=26.1, Synergy_ZIP=1.15, Synergy_Bliss=-3.08, Synergy_Loewe=-6.16, Synergy_HSA=-1.44. (2) Drug 1: CCC1=CC2CC(C3=C(CN(C2)C1)C4=CC=CC=C4N3)(C5=C(C=C6C(=C5)C78CCN9C7C(C=CC9)(C(C(C8N6C)(C(=O)OC)O)OC(=O)C)CC)OC)C(=O)OC.C(C(C(=O)O)O)(C(=O)O)O. Drug 2: CC(C)CN1C=NC2=C1C3=CC=CC=C3N=C2N. Cell line: NCI-H322M. Synergy scores: CSS=21.5, Synergy_ZIP=4.29, Synergy_Bliss=4.95, Synergy_Loewe=-13.4, Synergy_HSA=2.17. (3) Drug 1: CC1OCC2C(O1)C(C(C(O2)OC3C4COC(=O)C4C(C5=CC6=C(C=C35)OCO6)C7=CC(=C(C(=C7)OC)O)OC)O)O. Drug 2: C1CCC(C(C1)N)N.C(=O)(C(=O)[O-])[O-].[Pt+4]. Cell line: HCT116. Synergy scores: CSS=67.7, Synergy_ZIP=0.0893, Synergy_Bliss=3.80, Synergy_Loewe=6.65, Synergy_HSA=9.22. (4) Drug 1: C1=CC(=CC=C1CCCC(=O)O)N(CCCl)CCCl. Synergy scores: CSS=11.5, Synergy_ZIP=-3.85, Synergy_Bliss=6.04, Synergy_Loewe=1.99, Synergy_HSA=4.19. Cell line: EKVX. Drug 2: C1CC(=O)NC(=O)C1N2C(=O)C3=CC=CC=C3C2=O.